This data is from Peptide-MHC class I binding affinity with 185,985 pairs from IEDB/IMGT. The task is: Regression. Given a peptide amino acid sequence and an MHC pseudo amino acid sequence, predict their binding affinity value. This is MHC class I binding data. (1) The MHC is HLA-B27:05 with pseudo-sequence HLA-B27:05. The peptide sequence is FRKAQIQGL. The binding affinity (normalized) is 0.834. (2) The peptide sequence is EISTNIRQA. The MHC is HLA-B07:02 with pseudo-sequence HLA-B07:02. The binding affinity (normalized) is 0. (3) The peptide sequence is YTAVVPLVY. The MHC is Patr-A0101 with pseudo-sequence Patr-A0101. The binding affinity (normalized) is 0. (4) The MHC is HLA-A11:01 with pseudo-sequence HLA-A11:01. The binding affinity (normalized) is 0.0847. The peptide sequence is YLHDPLTPY. (5) The MHC is HLA-B40:01 with pseudo-sequence HLA-B40:01. The binding affinity (normalized) is 0.0847. The peptide sequence is GLAGLQTDV. (6) The peptide sequence is RELYYRLKF. The MHC is HLA-B08:03 with pseudo-sequence HLA-B08:03. The binding affinity (normalized) is 0.0847. (7) The peptide sequence is FLRGRAYGI. The MHC is HLA-A24:02 with pseudo-sequence HLA-A24:02. The binding affinity (normalized) is 0. (8) The MHC is HLA-B18:01 with pseudo-sequence HLA-B18:01. The binding affinity (normalized) is 0.0847. The peptide sequence is ERNPYENIL. (9) The peptide sequence is RIRTWKSLVK. The MHC is HLA-A24:02 with pseudo-sequence HLA-A24:02. The binding affinity (normalized) is 0. (10) The peptide sequence is TKDAERGKL. The MHC is HLA-B48:01 with pseudo-sequence HLA-B48:01. The binding affinity (normalized) is 0.0847.